Dataset: Reaction yield outcomes from USPTO patents with 853,638 reactions. Task: Predict the reaction yield, written as a fraction of the theoretical maximum amount of product (1.0 means a 100% yield; for example, 0.34 means a 34% yield). (1) The reactants are N(C(N(C)C)=O)=NC(N(C)C)=O.C([N:21]1[CH2:38][CH2:37][CH:25]2[N:26]3[C:35]4[C:30](=[CH:31][CH:32]=[CH:33][C:34]=4[CH:24]2[CH2:23][CH2:22]1)[CH:29]([OH:36])[CH2:28][CH2:27]3)(=O)C1C=CC=CC=1.[C:39]1(O)[CH:44]=[CH:43][CH:42]=[CH:41][CH:40]=1.C(P(CCCC)CCCC)CCC. The catalyst is C1C=CC=CC=1. The product is [O:36]([CH:29]1[C:30]2[C:35]3=[C:34]([C:24]4[CH2:23][CH2:22][NH:21][CH2:38][CH2:37][C:25]=4[N:26]3[CH2:27][CH2:28]1)[CH:33]=[CH:32][CH:31]=2)[C:39]1[CH:44]=[CH:43][CH:42]=[CH:41][CH:40]=1. The yield is 0.470. (2) The reactants are COC(=O)[C:4]([C:20]#[N:21])([CH:13]([CH:17]([CH3:19])[CH3:18])[CH2:14][CH2:15][CH3:16])[CH2:5][C:6]([O:8][C:9]([CH3:12])([CH3:11])[CH3:10])=[O:7].[Na+].[Cl-].O. The catalyst is CS(C)=O.[Cl-].[Na+].O. The product is [C:9]([O:8][C:6](=[O:7])[CH2:5][CH:4]([C:20]#[N:21])[CH:13]([CH:17]([CH3:18])[CH3:19])[CH2:14][CH2:15][CH3:16])([CH3:10])([CH3:12])[CH3:11]. The yield is 0.750. (3) The reactants are [CH3:1][N:2]([C:6]1[CH:11]=[CH:10][CH:9]=[CH:8][CH:7]=1)[CH2:3][CH2:4][OH:5].[OH-].[K+].[CH2:14](Br)[CH3:15]. The catalyst is CS(C)=O.O. The product is [CH2:14]([O:5][CH2:4][CH2:3][N:2]([CH3:1])[C:6]1[CH:11]=[CH:10][CH:9]=[CH:8][CH:7]=1)[CH3:15]. The yield is 0.950. (4) The reactants are [C:1]([O:4][CH:5]1[C:9]2=[N:10][CH:11]=[C:12]([NH2:29])[C:13]([N:14]3[CH2:19][C@H:18]([CH3:20])[CH2:17][C@H:16]([NH:21][C:22]([O:24][C:25]([CH3:28])([CH3:27])[CH3:26])=[O:23])[CH2:15]3)=[C:8]2[CH2:7][CH2:6]1)(=[O:3])[CH3:2].[F:30][C:31]1[CH:36]=[C:35]([S:37]([CH3:39])=[O:38])[CH:34]=[C:33]([F:40])[C:32]=1[C:41]1[N:46]=[C:45]([C:47](O)=[O:48])[CH:44]=[CH:43][C:42]=1[F:50].CN(C(ON1N=NC2C=CC=NC1=2)=[N+](C)C)C.F[P-](F)(F)(F)(F)F.CCN(C(C)C)C(C)C. The catalyst is CN(C=O)C. The product is [C:1]([O:4][CH:5]1[C:9]2=[N:10][CH:11]=[C:12]([NH:29][C:47]([C:45]3[CH:44]=[CH:43][C:42]([F:50])=[C:41]([C:32]4[C:33]([F:40])=[CH:34][C:35]([S:37]([CH3:39])=[O:38])=[CH:36][C:31]=4[F:30])[N:46]=3)=[O:48])[C:13]([N:14]3[CH2:19][C@H:18]([CH3:20])[CH2:17][C@H:16]([NH:21][C:22]([O:24][C:25]([CH3:28])([CH3:27])[CH3:26])=[O:23])[CH2:15]3)=[C:8]2[CH2:7][CH2:6]1)(=[O:3])[CH3:2]. The yield is 0.170. (5) The reactants are [CH3:1][C:2]1[C:6]([CH2:7][N:8]2[CH:12]=[C:11]([NH:13][C:14](=[O:25])[C:15]3[CH:20]=[C:19]([O:21][CH3:22])[C:18](O)=[C:17](O)[CH:16]=3)[CH:10]=[N:9]2)=[C:5]([CH3:26])[O:4][N:3]=1.[C:27](=[O:30])([O-])[O-:28].[Cs+].[Cs+].Br[CH:34](Br)C. The yield is 0.250. The product is [CH3:1][C:2]1[C:6]([CH2:7][N:8]2[CH:12]=[C:11]([NH:13][C:14]([C:15]3[CH:20]=[C:19]([O:21][CH3:22])[C:18]4[O:28][CH:27]([CH3:34])[O:30][C:17]=4[CH:16]=3)=[O:25])[CH:10]=[N:9]2)=[C:5]([CH3:26])[O:4][N:3]=1. No catalyst specified.